Task: Predict the reaction yield, written as a fraction of the theoretical maximum amount of product (1.0 means a 100% yield; for example, 0.34 means a 34% yield).. Dataset: Reaction yield outcomes from USPTO patents with 853,638 reactions (1) The reactants are [F:1][C:2]([F:45])([F:44])[S:3]([O:6][C:7]1[C:8]([CH3:43])([CH3:42])[C@H:9]2[C@:22]([CH3:25])([CH2:23][CH:24]=1)[C@@H:21]1[C@:12]([CH3:41])([C@@:13]3([CH3:40])[C@H:18]([CH2:19][CH2:20]1)[C@H:17]1[C@H:26]([C:29]([CH3:31])=[CH2:30])[CH2:27][CH2:28][C@:16]1([NH:32]C(OC(C)(C)C)=O)[CH2:15][CH2:14]3)[CH2:11][CH2:10]2)(=[O:5])=[O:4].FC(F)(F)C(O)=O. The catalyst is ClCCl. The product is [F:44][C:2]([F:1])([F:45])[S:3]([O:6][C:7]1[C:8]([CH3:43])([CH3:42])[C@H:9]2[C@:22]([CH3:25])([CH2:23][CH:24]=1)[C@@H:21]1[C@:12]([CH3:41])([C@@:13]3([CH3:40])[C@H:18]([CH2:19][CH2:20]1)[C@H:17]1[C@H:26]([C:29]([CH3:31])=[CH2:30])[CH2:27][CH2:28][C@:16]1([NH2:32])[CH2:15][CH2:14]3)[CH2:11][CH2:10]2)(=[O:4])=[O:5]. The yield is 0.643. (2) The reactants are [H-].[Na+].[C:3]([C:7]1[CH:12]=[CH:11][C:10]([C:13]2[S:14][CH:15]=[C:16]([C:19]([O:21][CH2:22][CH3:23])=[O:20])[C:17]=2[OH:18])=[CH:9][CH:8]=1)([CH3:6])([CH3:5])[CH3:4].[CH3:24][O:25][CH2:26]Cl.[Cl-].[NH4+]. The catalyst is CN(C)C=O. The product is [C:3]([C:7]1[CH:8]=[CH:9][C:10]([C:13]2[S:14][CH:15]=[C:16]([C:19]([O:21][CH2:22][CH3:23])=[O:20])[C:17]=2[O:18][CH2:24][O:25][CH3:26])=[CH:11][CH:12]=1)([CH3:6])([CH3:4])[CH3:5]. The yield is 0.910. (3) The reactants are C1C=CC(P(C2C=CC=CC=2)C2C=CC=CC=2)=CC=1.CCN(CC)CC.C(O)=O.[Cl:30][C:31]1[N:39]=[C:38](Cl)[C:37]([F:41])=[CH:36][C:32]=1[C:33]([OH:35])=[O:34]. The catalyst is CC([O-])=O.CC([O-])=O.[Pd+2].CN(C=O)C. The product is [Cl:30][C:31]1[N:39]=[CH:38][C:37]([F:41])=[CH:36][C:32]=1[C:33]([OH:35])=[O:34]. The yield is 0.880.